This data is from Full USPTO retrosynthesis dataset with 1.9M reactions from patents (1976-2016). The task is: Predict the reactants needed to synthesize the given product. (1) Given the product [C:16]([OH:4])(=[O:15])[C:17]1[CH:22]=[CH:21][CH:20]=[C:19]([C:7]([OH:10])=[O:9])[CH:18]=1, predict the reactants needed to synthesize it. The reactants are: ClCC(Cl)=[O:4].Cl.[C:7]([O-:10])([OH:9])=O.[Na+].ClC([O:15][CH2:16][C:17]1[CH:22]=[CH:21][CH:20]=[CH:19][CH:18]=1)=O. (2) Given the product [Cl:20][C:5]1[C:6]([NH:8][C@@H:9]2[CH2:14][CH2:13][CH2:12][CH2:11][C@H:10]2[NH:15][S:16]([CH3:19])(=[O:18])=[O:17])=[N:7][C:2]([NH:21][C:22]2[CH:37]=[CH:36][C:25]3[N:26]([CH2:34][CH3:35])[C:27](=[O:33])[CH2:28][CH2:29][C:30]([CH3:31])([CH3:32])[C:24]=3[CH:23]=2)=[N:3][CH:4]=1, predict the reactants needed to synthesize it. The reactants are: Cl[C:2]1[N:7]=[C:6]([NH:8][C@@H:9]2[CH2:14][CH2:13][CH2:12][CH2:11][C@H:10]2[NH:15][S:16]([CH3:19])(=[O:18])=[O:17])[C:5]([Cl:20])=[CH:4][N:3]=1.[NH2:21][C:22]1[CH:37]=[CH:36][C:25]2[N:26]([CH2:34][CH3:35])[C:27](=[O:33])[CH2:28][CH2:29][C:30]([CH3:32])([CH3:31])[C:24]=2[CH:23]=1.Cl. (3) Given the product [CH2:36]([O:37][C:38]1[CH:20]=[C:15]([C:2]2[CH:3]=[N:4][CH:5]=[CH:6][CH:7]=2)[CH:16]=[CH:17][C:39]=1[O:40][CH2:41][CH2:17][CH2:18][CH2:19][CH2:20][CH2:15][CH2:16][CH3:21])[CH2:17][CH2:18][CH2:19][CH2:20][CH2:15][CH2:16][CH3:21], predict the reactants needed to synthesize it. The reactants are: Br[C:2]1[CH:3]=[N:4][CH:5]=[CH:6][CH:7]=1.[C:16]1([CH3:21])[CH:17]=[CH:18][CH:19]=[CH:20][C:15]=1P([C:15]1[CH:20]=[CH:19][CH:18]=[CH:17][C:16]=1[CH3:21])[C:15]1[CH:20]=[CH:19][CH:18]=[CH:17][C:16]=1[CH3:21].C([O-])([O-])=O.[K+].[K+].[CH3:36][O:37][CH2:38][CH2:39][O:40][CH3:41].